Dataset: Full USPTO retrosynthesis dataset with 1.9M reactions from patents (1976-2016). Task: Predict the reactants needed to synthesize the given product. (1) Given the product [CH2:33]([O:35][C:36](=[O:57])[C@H:37]([OH:56])[CH2:38][N:39]([CH2:41][C:42]1[CH:43]=[CH:44][C:45]([C:48]2[CH:53]=[C:52]([Cl:54])[CH:51]=[CH:50][C:49]=2[F:55])=[CH:46][CH:47]=1)[NH:40][C:20]([C:19]1[NH:18][N:17]=[N:16][N:15]=1)=[O:22])[CH3:34], predict the reactants needed to synthesize it. The reactants are: CN(C=O)C.CC#N.C(Cl)(=O)C(Cl)=O.[NH:15]1[C:19]([C:20]([O-:22])=O)=[N:18][N:17]=[N:16]1.[K+].[K+].[NH:15]1[C:19]([C:20]([O-:22])=O)=[N:18][N:17]=[N:16]1.[CH2:33]([O:35][C:36](=[O:57])[C@H:37]([OH:56])[CH2:38][N:39]([CH2:41][C:42]1[CH:47]=[CH:46][C:45]([C:48]2[CH:53]=[C:52]([Cl:54])[CH:51]=[CH:50][C:49]=2[F:55])=[CH:44][CH:43]=1)[NH2:40])[CH3:34].N1C=CC=CC=1. (2) Given the product [CH2:12]([C:14]1[CH:19]=[CH:18][C:17]([C:2]2[CH:11]=[C:6]([C:7]([O:9][CH3:10])=[O:8])[CH:5]=[N:4][CH:3]=2)=[CH:16][CH:15]=1)[CH3:13], predict the reactants needed to synthesize it. The reactants are: Br[C:2]1[CH:3]=[N:4][CH:5]=[C:6]([CH:11]=1)[C:7]([O:9][CH3:10])=[O:8].[CH2:12]([C:14]1[CH:19]=[CH:18][C:17](B(O)O)=[CH:16][CH:15]=1)[CH3:13]. (3) Given the product [C:1]([C:3]1[CH:4]=[C:5]([CH:36]=[CH:37][CH:38]=1)[CH2:6][N:7]([CH:8]1[CH2:13][CH2:12][N:11]([CH:14]([CH3:28])[CH2:15][CH2:16][NH:17][C:18](=[O:27])[C:19]2[C:24]([CH3:25])=[CH:23][CH:22]=[CH:21][C:20]=2[CH3:26])[CH2:10][CH2:9]1)[C:29]1[CH:34]=[CH:33][C:32]([O:35][C:47](=[O:48])[N:46]([CH3:50])[CH3:45])=[CH:31][CH:30]=1)#[N:2], predict the reactants needed to synthesize it. The reactants are: [C:1]([C:3]1[CH:4]=[C:5]([CH:36]=[CH:37][CH:38]=1)[CH2:6][N:7]([C:29]1[CH:34]=[CH:33][C:32]([OH:35])=[CH:31][CH:30]=1)[CH:8]1[CH2:13][CH2:12][N:11]([CH:14]([CH3:28])[CH2:15][CH2:16][NH:17][C:18](=[O:27])[C:19]2[C:24]([CH3:25])=[CH:23][CH:22]=[CH:21][C:20]=2[CH3:26])[CH2:10][CH2:9]1)#[N:2].C([O-])([O-])=O.[K+].[K+].[CH3:45][N:46]([CH3:50])[C:47](Cl)=[O:48].